Dataset: Forward reaction prediction with 1.9M reactions from USPTO patents (1976-2016). Task: Predict the product of the given reaction. (1) Given the reactants [CH3:1][N:2]1[C:10]2[CH:9]=[CH:8][C:7]([CH3:11])=[CH:6][C:5]=2[C:4]2[CH2:12][C:13]3[C:18]([C:3]1=2)=[CH:17][CH:16]=[CH:15][CH:14]=3.C([Li:23])CCC, predict the reaction product. The product is: [CH3:1][N:2]1[C:10]2[CH:9]=[CH:8][C:7]([CH3:11])=[CH:6][C:5]=2[C:4]2[CH2:12][C:13]3[C:18]([C:3]1=2)=[CH:17][CH:16]=[CH:15][C:14]=3[Li:23]. (2) Given the reactants O=[C:2]([C:20]1[CH:25]=[CH:24][CH:23]=[CH:22][CH:21]=1)[CH2:3][NH:4][C:5]([CH:7]1[CH2:12][CH2:11][N:10](C(OC(C)(C)C)=O)[CH2:9][CH2:8]1)=O.FC(F)(F)C([O-])=O.[NH4+:33].O.C(Cl)(Cl)[Cl:36], predict the reaction product. The product is: [ClH:36].[ClH:36].[C:20]1([C:2]2[N:33]=[C:5]([CH:7]3[CH2:12][CH2:11][NH:10][CH2:9][CH2:8]3)[NH:4][CH:3]=2)[CH:25]=[CH:24][CH:23]=[CH:22][CH:21]=1. (3) Given the reactants [F:1][C:2]1[CH:15]=[CH:14][CH:13]=[C:12]([F:16])[C:3]=1[C:4]([NH:6][C:7]1[CH:11]=[CH:10][NH:9][N:8]=1)=[O:5].C[Si]([N-][Si](C)(C)C)(C)C.[Li+].[Br:27][C:28]1[CH:33]=[CH:32][CH:31]=[C:30]([O:34][C:35]([F:38])([F:37])[F:36])[C:29]=1[CH2:39]Br, predict the reaction product. The product is: [Br:27][C:28]1[CH:33]=[CH:32][CH:31]=[C:30]([O:34][C:35]([F:36])([F:37])[F:38])[C:29]=1[CH2:39][N:9]1[CH:10]=[CH:11][C:7]([NH:6][C:4](=[O:5])[C:3]2[C:12]([F:16])=[CH:13][CH:14]=[CH:15][C:2]=2[F:1])=[N:8]1.